From a dataset of Peptide-MHC class I binding affinity with 185,985 pairs from IEDB/IMGT. Regression. Given a peptide amino acid sequence and an MHC pseudo amino acid sequence, predict their binding affinity value. This is MHC class I binding data. (1) The peptide sequence is LANPTADDF. The MHC is HLA-A02:01 with pseudo-sequence HLA-A02:01. The binding affinity (normalized) is 0.0847. (2) The peptide sequence is IPLDEEFRQY. The MHC is Mamu-A2201 with pseudo-sequence Mamu-A2201. The binding affinity (normalized) is 0.737. (3) The peptide sequence is IVCSKTVKNV. The MHC is HLA-A68:02 with pseudo-sequence HLA-A68:02. The binding affinity (normalized) is 0.311. (4) The peptide sequence is APLAHRLGM. The MHC is HLA-B07:02 with pseudo-sequence HLA-B07:02. The binding affinity (normalized) is 0.898. (5) The peptide sequence is GQRKGAGSVF. The MHC is HLA-A01:01 with pseudo-sequence HLA-A01:01. The binding affinity (normalized) is 0.